Predict the reaction yield, written as a fraction of the theoretical maximum amount of product (1.0 means a 100% yield; for example, 0.34 means a 34% yield). From a dataset of Reaction yield outcomes from USPTO patents with 853,638 reactions. (1) The reactants are [Cl:1][C:2]1[CH:3]=[C:4]([C@H:8]([O:18][CH2:19][CH2:20][NH:21][C:22]([O:24][CH3:25])=[O:23])[C:9]2[CH:10]=[C:11]([CH:15]=[CH:16][CH:17]=2)[C:12]([OH:14])=O)[CH:5]=[CH:6][CH:7]=1.C(N(CC)C(C)C)(C)C.[NH2:35][CH2:36][C@@H:37]([N:45]([CH3:53])[C:46](=[O:52])[O:47][C:48]([CH3:51])([CH3:50])[CH3:49])[CH2:38][C@H:39]1[CH2:44][CH2:43][CH2:42][O:41][CH2:40]1.C1CN([P+](ON2N=NC3C=CC=CC2=3)(N2CCCC2)N2CCCC2)CC1.F[P-](F)(F)(F)(F)F. The catalyst is ClCCl. The product is [Cl:1][C:2]1[CH:3]=[C:4]([C@@H:8]([C:9]2[CH:17]=[CH:16][CH:15]=[C:11]([C:12]([NH:35][CH2:36][C@@H:37]([N:45]([C:46]([O:47][C:48]([CH3:51])([CH3:50])[CH3:49])=[O:52])[CH3:53])[CH2:38][C@H:39]3[CH2:44][CH2:43][CH2:42][O:41][CH2:40]3)=[O:14])[CH:10]=2)[O:18][CH2:19][CH2:20][NH:21][C:22](=[O:23])[O:24][CH3:25])[CH:5]=[CH:6][CH:7]=1. The yield is 1.01. (2) The reactants are [NH2:1][C:2]1[C:7]([C:8]#[N:9])=[CH:6][N:5]=[C:4]([S:10][CH2:11][CH3:12])[N:3]=1.CO[CH:15](OC)[N:16]([CH3:18])[CH3:17]. The catalyst is C1(C)C=CC=CC=1. The product is [C:8]([C:7]1[C:2]([N:1]=[CH:15][N:16]([CH3:18])[CH3:17])=[N:3][C:4]([S:10][CH2:11][CH3:12])=[N:5][CH:6]=1)#[N:9]. The yield is 1.00. (3) The yield is 0.880. The catalyst is CN(C)C(=O)C.O. The product is [OH:24][C:23]1[C:22]([CH3:25])=[CH:21][C:18]([C:19]2[NH:6][C:4](=[O:5])[C:3]3[C:2](=[CH:10][C:9]([O:11][CH3:12])=[C:8]([O:13][CH3:14])[CH:7]=3)[N:1]=2)=[CH:17][C:16]=1[CH3:15]. The reactants are [NH2:1][C:2]1[CH:10]=[C:9]([O:11][CH3:12])[C:8]([O:13][CH3:14])=[CH:7][C:3]=1[C:4]([NH2:6])=[O:5].[CH3:15][C:16]1[CH:17]=[C:18]([CH:21]=[C:22]([CH3:25])[C:23]=1[OH:24])[CH:19]=O.S([O-])(O)=O.[Na+].C1(C)C=CC(S(O)(=O)=O)=CC=1. (4) The reactants are [NH2:1][C:2]1[C:10]([CH3:11])=[CH:9][C:8]([I:12])=[CH:7][C:3]=1[C:4]([OH:6])=[O:5].[F:13][C:14]([F:25])([F:24])[C:15](O[C:15](=[O:16])[C:14]([F:25])([F:24])[F:13])=[O:16].[OH-].[Na+].Cl. The catalyst is O1CCOCC1.O. The product is [I:12][C:8]1[CH:9]=[C:10]([CH3:11])[C:2]([NH:1][C:15](=[O:16])[C:14]([F:25])([F:24])[F:13])=[C:3]([CH:7]=1)[C:4]([OH:6])=[O:5]. The yield is 0.700. (5) The reactants are [CH3:1][O:2][C:3]1[CH:4]=[C:5]2[C:10](=[CH:11][CH:12]=1)[C:9](=[O:13])[NH:8][CH2:7][CH2:6]2.I[C:15]1[CH:16]=[N:17][CH:18]=[CH:19][C:20]=1[CH3:21].P([O-])([O-])([O-])=O.[K+].[K+].[K+]. The catalyst is [Cu](I)I.O1CCOCC1. The product is [CH3:1][O:2][C:3]1[CH:4]=[C:5]2[C:10](=[CH:11][CH:12]=1)[C:9](=[O:13])[N:8]([C:15]1[CH:16]=[N:17][CH:18]=[CH:19][C:20]=1[CH3:21])[CH2:7][CH2:6]2. The yield is 0.530. (6) The reactants are Br[C:2]1[N:6]([C:7]2[CH:12]=[CH:11][C:10]([C:13]#[N:14])=[CH:9][C:8]=2[CH3:15])[C:5]([CH2:16][CH2:17][C:18]([O:20][CH2:21][CH3:22])=[O:19])=[CH:4][CH:3]=1.C1[C:29]2[CH:28]=[CH:27][C:26]([O:30]B(OO)OO)=[CH:25][C:24]1=2.[C:36](=O)(O)[O-:37].[Na+]. The catalyst is C1C=CC([P]([Pd]([P](C2C=CC=CC=2)(C2C=CC=CC=2)C2C=CC=CC=2)([P](C2C=CC=CC=2)(C2C=CC=CC=2)C2C=CC=CC=2)[P](C2C=CC=CC=2)(C2C=CC=CC=2)C2C=CC=CC=2)(C2C=CC=CC=2)C2C=CC=CC=2)=CC=1. The product is [O:30]1[C:26]2[CH:27]=[CH:28][C:29]([C:2]3[N:6]([C:7]4[CH:12]=[CH:11][C:10]([C:13]#[N:14])=[CH:9][C:8]=4[CH3:15])[C:5]([CH2:16][CH2:17][C:18]([O:20][CH2:21][CH3:22])=[O:19])=[CH:4][CH:3]=3)=[CH:24][C:25]=2[O:37][CH2:36]1. The yield is 0.690.